From a dataset of Full USPTO retrosynthesis dataset with 1.9M reactions from patents (1976-2016). Predict the reactants needed to synthesize the given product. (1) Given the product [C:22]([C:26]1[CH:27]=[C:28]([C:34]2[S:38][C:37]([CH:39]=[O:40])=[CH:36][CH:35]=2)[CH:29]=[CH:30][C:31]=1[O:32][CH3:33])([CH3:25])([CH3:23])[CH3:24], predict the reactants needed to synthesize it. The reactants are: [Cr](O[Cr]([O-])(=O)=O)([O-])(=O)=O.[NH+]1C=CC=CC=1.[NH+]1C=CC=CC=1.[C:22]([C:26]1[CH:27]=[C:28]([C:34]2[S:38][C:37]([CH2:39][OH:40])=[CH:36][CH:35]=2)[CH:29]=[CH:30][C:31]=1[O:32][CH3:33])([CH3:25])([CH3:24])[CH3:23]. (2) Given the product [CH3:1][O:2][C:3](=[O:15])[C:4]1[CH:9]=[C:8]([F:10])[CH:7]=[C:6]([N+:11]([O-:13])=[O:12])[C:5]=1[C:59]#[C:58][C:55]1[CH:56]=[CH:57][C:52]([CH2:51][N:49]([C:48]([O:47][CH3:46])=[O:60])[CH3:50])=[CH:53][CH:54]=1, predict the reactants needed to synthesize it. The reactants are: [CH3:1][O:2][C:3](=[O:15])[C:4]1[CH:9]=[C:8]([F:10])[CH:7]=[C:6]([N+:11]([O-:13])=[O:12])[C:5]=1O.C(N(CC)CC)C.S(OS(C(F)(F)F)(=O)=O)(C(F)(F)F)(=O)=O.[O-]S(C(F)(F)F)(=O)=O.[CH3:46][O:47][C:48](=[O:60])[N:49]([CH2:51][C:52]1[CH:57]=[CH:56][C:55]([C:58]#[CH:59])=[CH:54][CH:53]=1)[CH3:50].